From a dataset of Merck oncology drug combination screen with 23,052 pairs across 39 cell lines. Regression. Given two drug SMILES strings and cell line genomic features, predict the synergy score measuring deviation from expected non-interaction effect. (1) Drug 1: Nc1ccn(C2OC(CO)C(O)C2(F)F)c(=O)n1. Drug 2: CS(=O)(=O)CCNCc1ccc(-c2ccc3ncnc(Nc4ccc(OCc5cccc(F)c5)c(Cl)c4)c3c2)o1. Cell line: NCIH520. Synergy scores: synergy=-5.06. (2) Drug 1: CC1CC2C3CCC4=CC(=O)C=CC4(C)C3(F)C(O)CC2(C)C1(O)C(=O)CO. Drug 2: CCN(CC)CCNC(=O)c1c(C)[nH]c(C=C2C(=O)Nc3ccc(F)cc32)c1C. Cell line: CAOV3. Synergy scores: synergy=14.3. (3) Drug 1: COC12C(COC(N)=O)C3=C(C(=O)C(C)=C(N)C3=O)N1CC1NC12. Drug 2: Cn1nnc2c(C(N)=O)ncn2c1=O. Cell line: KPL1. Synergy scores: synergy=-30.0.